From a dataset of Retrosynthesis with 50K atom-mapped reactions and 10 reaction types from USPTO. Predict the reactants needed to synthesize the given product. (1) The reactants are: CC(=O)CCl.COC(=O)c1ccc(NC=O)c(OC)c1. Given the product COC(=O)c1ccc(N(C=O)CC(C)=O)c(OC)c1, predict the reactants needed to synthesize it. (2) Given the product CS(=O)(=O)c1ccc(-c2cc(F)c(OC3CCC(N)CC3)c(F)c2)cc1, predict the reactants needed to synthesize it. The reactants are: CS(=O)(=O)c1ccc(-c2cc(F)c(OC3CCC(N=[N+]=[N-])CC3)c(F)c2)cc1. (3) Given the product COC(=O)CN1C(=O)c2ccc(Br)cc2C1=O, predict the reactants needed to synthesize it. The reactants are: COC(=O)CBr.O=C1NC(=O)c2cc(Br)ccc21. (4) The reactants are: CN(C)C.COC(=O)C1=C(C)N(c2cccc(C(F)(F)F)c2)c2n[nH]c(=O)n2C1c1ccc(C#N)cc1CBr. Given the product COC(=O)C1=C(C)N(c2cccc(C(F)(F)F)c2)c2n[nH]c(=O)n2C1c1ccc(C#N)cc1C[N+](C)(C)C, predict the reactants needed to synthesize it. (5) Given the product CCN1CCCC1CNC(=O)c1cccc(NC(=O)N2CCc3cc(SC)c(C(F)(F)F)cc32)c1, predict the reactants needed to synthesize it. The reactants are: CCN1CCCC1CN.CSc1cc2c(cc1C(F)(F)F)N(C(=O)Nc1cccc(C(=O)O)c1)CC2.